This data is from Reaction yield outcomes from USPTO patents with 853,638 reactions. The task is: Predict the reaction yield, written as a fraction of the theoretical maximum amount of product (1.0 means a 100% yield; for example, 0.34 means a 34% yield). (1) The reactants are [Br:1][CH2:2][O:3][CH3:4].[CH2:5]([N:7]([CH2:10][CH3:11])[CH2:8][CH3:9])[CH3:6]. The catalyst is CCCCCC. The product is [Br-:1].[CH2:5]([N+:7]([CH2:10][CH3:11])([CH2:8][CH3:9])[CH2:2][O:3][CH3:4])[CH3:6]. The yield is 0.850. (2) The catalyst is CN(C=O)C. The product is [Br:1][C:2]1[CH:3]=[N:4][CH:5]=[CH:6][C:7]=1[O:13][CH2:12][CH:9]1[CH2:11][CH2:10]1. The yield is 0.870. The reactants are [Br:1][C:2]1[CH:3]=[N:4][CH:5]=[CH:6][C:7]=1Cl.[CH:9]1([CH2:12][OH:13])[CH2:11][CH2:10]1.[H-].[Na+]. (3) The yield is 0.480. The product is [CH2:1]([O:8][C:9]1[CH:10]=[CH:11][C:12]([CH2:15][C:16]([O:18][CH2:27][C:28](=[O:29])[C:30]2[CH:35]=[CH:34][N:33]=[CH:32][CH:31]=2)=[O:17])=[CH:13][CH:14]=1)[C:2]1[CH:3]=[CH:4][CH:5]=[CH:6][CH:7]=1. The reactants are [CH2:1]([O:8][C:9]1[CH:14]=[CH:13][C:12]([CH2:15][C:16]([OH:18])=[O:17])=[CH:11][CH:10]=1)[C:2]1[CH:7]=[CH:6][CH:5]=[CH:4][CH:3]=1.CC(C)([O-])C.[K+].Br.Br[CH2:27][C:28]([C:30]1[CH:35]=[CH:34][N:33]=[CH:32][CH:31]=1)=[O:29]. The catalyst is CO. (4) The reactants are [C:1](=[O:8])([O:3][C:4]([CH3:7])([CH3:6])[CH3:5])[NH2:2].[OH-].[Na+].Cl[O:12]C(C)(C)C.CC[C@@H]1[C@@H]2C[C@H]([C@@H](OC3[C:50]4[C:45](=[CH:46][CH:47]=[CH:48][CH:49]=4)[C:44]([O:51][C@@H:52]([C:63]4C=CN=[C:69]5[C:64]=4C=C(OC)[CH:67]=[CH:68]5)[C@@H:53]4N5C[C@H](CC)[C@@H](CC5)[CH2:54]4)=NN=3)C3C=CN=C4C=3C=C(OC)C=C4)N(CC2)C1.C(OC1C=CC(C=C)=CC=1)C1C=CC=CC=1.S([O-])([O-])=O.[Na+].[Na+]. The catalyst is C(O)CC.O. The product is [C:4]([O:3][C:1](=[O:8])[NH:2][C@H:68]([C:69]1[CH:54]=[CH:53][C:52]([O:51][CH2:44][C:45]2[CH:46]=[CH:47][CH:48]=[CH:49][CH:50]=2)=[CH:63][CH:64]=1)[CH2:67][OH:12])([CH3:7])([CH3:6])[CH3:5]. The yield is 0.590. (5) The reactants are [C:1]([NH:8][CH2:9][C:10]([OH:12])=O)([O:3][C:4]([CH3:7])([CH3:6])[CH3:5])=[O:2].C(Cl)CCl.CCN(C(C)C)C(C)C.[O:26]=[C:27]([N:39]1[CH2:44][CH2:43][NH:42][CH2:41][CH2:40]1)[CH2:28][N:29]1[C:33](=[O:34])[C:32]2[CH:35]=[CH:36][CH:37]=[CH:38][C:31]=2[S:30]1. The catalyst is CN(C1C=CN=CC=1)C.C(Cl)Cl. The product is [O:12]=[C:10]([N:42]1[CH2:43][CH2:44][N:39]([C:27](=[O:26])[CH2:28][N:29]2[C:33](=[O:34])[C:32]3[CH:35]=[CH:36][CH:37]=[CH:38][C:31]=3[S:30]2)[CH2:40][CH2:41]1)[CH2:9][NH:8][C:1](=[O:2])[O:3][C:4]([CH3:5])([CH3:6])[CH3:7]. The yield is 0.580. (6) The reactants are Br[CH2:2][C:3]1[CH:4]=[C:5]([CH:25]=[CH:26][CH:27]=1)[CH2:6][N:7]1[C:11]2[CH:12]=[CH:13][CH:14]=[CH:15][C:10]=2[N:9]([C:16]2[CH:21]=[CH:20][CH:19]=[CH:18][C:17]=2[F:22])[S:8]1(=[O:24])=[O:23].[CH3:28][NH2:29]. No catalyst specified. The product is [F:22][C:17]1[CH:18]=[CH:19][CH:20]=[CH:21][C:16]=1[N:9]1[C:10]2[CH:15]=[CH:14][CH:13]=[CH:12][C:11]=2[N:7]([CH2:6][C:5]2[CH:4]=[C:3]([CH2:2][NH:29][CH3:28])[CH:27]=[CH:26][CH:25]=2)[S:8]1(=[O:24])=[O:23]. The yield is 0.710. (7) The reactants are [Cl-].O[NH3+:3].[C:4](=[O:7])([O-])[OH:5].[Na+].CS(C)=O.[CH2:13]([C:17]1[N:18]=[C:19]([CH3:45])[N:20]([CH2:39][CH:40]2[CH2:44][CH2:43][CH2:42][O:41]2)[C:21](=[O:38])[C:22]=1[CH2:23][C:24]1[CH:29]=[CH:28][C:27]([C:30]2[C:31]([C:36]#[N:37])=[CH:32][CH:33]=[CH:34][CH:35]=2)=[CH:26][CH:25]=1)[CH2:14][CH2:15][CH3:16]. The catalyst is C(OCC)(=O)C. The product is [CH2:13]([C:17]1[N:18]=[C:19]([CH3:45])[N:20]([CH2:39][CH:40]2[CH2:44][CH2:43][CH2:42][O:41]2)[C:21](=[O:38])[C:22]=1[CH2:23][C:24]1[CH:25]=[CH:26][C:27]([C:30]2[CH:35]=[CH:34][CH:33]=[CH:32][C:31]=2[C:36]2[NH:3][C:4](=[O:7])[O:5][N:37]=2)=[CH:28][CH:29]=1)[CH2:14][CH2:15][CH3:16]. The yield is 0.890. (8) The reactants are C([N:8]1[CH2:13][CH2:12][C:11]2([CH:17]([C:18]3[CH:23]=[CH:22][C:21]([CH:24]([CH3:26])[CH3:25])=[CH:20][CH:19]=3)[C:16]3[C:27]([CH3:34])=[C:28]([OH:33])[C:29]([CH3:32])=[C:30]([CH3:31])[C:15]=3[O:14]2)[CH2:10][CH2:9]1)C1C=CC=CC=1.C(N(CC)CC)C.[Cl:42]C(OC(Cl)C)=O. The catalyst is C(Cl)(Cl)Cl. The product is [ClH:42].[CH:24]([C:21]1[CH:20]=[CH:19][C:18]([CH:17]2[C:11]3([CH2:10][CH2:9][NH:8][CH2:13][CH2:12]3)[O:14][C:15]3[C:30]([CH3:31])=[C:29]([CH3:32])[C:28]([OH:33])=[C:27]([CH3:34])[C:16]2=3)=[CH:23][CH:22]=1)([CH3:26])[CH3:25]. The yield is 0.900.